This data is from Full USPTO retrosynthesis dataset with 1.9M reactions from patents (1976-2016). The task is: Predict the reactants needed to synthesize the given product. (1) The reactants are: [Cl:1][C:2]1[CH:10]=[CH:9][C:8]([O:11][CH3:12])=[CH:7][C:3]=1[C:4]([OH:6])=O.ClC1N=C(OC)N=C(OC)N=1.CN1CCOCC1.[N:31]1([CH2:36][CH2:37][NH:38][C:39]([C:41]2[CH:46]=[CH:45][C:44]([NH:47][C:48]3[N:53]=[CH:52][C:51]([NH2:54])=[CH:50][N:49]=3)=[CH:43][N:42]=2)=[O:40])[CH2:35][CH2:34][CH2:33][CH2:32]1. Given the product [N:31]1([CH2:36][CH2:37][NH:38][C:39]([C:41]2[CH:46]=[CH:45][C:44]([NH:47][C:48]3[N:49]=[CH:50][C:51]([NH:54][C:4](=[O:6])[C:3]4[CH:7]=[C:8]([O:11][CH3:12])[CH:9]=[CH:10][C:2]=4[Cl:1])=[CH:52][N:53]=3)=[CH:43][N:42]=2)=[O:40])[CH2:35][CH2:34][CH2:33][CH2:32]1, predict the reactants needed to synthesize it. (2) Given the product [O:6]=[C:2]([CH3:1])[CH2:7][CH2:8][CH2:9][CH2:10][N:11]1[CH:15]=[CH:14][C:13]([NH:16][C:27](=[O:28])/[CH:26]=[CH:25]/[C:22]2[CH:21]=[CH:20][C:19]([C:18]([F:30])([F:31])[F:17])=[CH:24][CH:23]=2)=[N:12]1, predict the reactants needed to synthesize it. The reactants are: [CH3:1][C:2]1([CH2:7][CH2:8][CH2:9][CH2:10][N:11]2[CH:15]=[CH:14][C:13]([NH2:16])=[N:12]2)[O:6]CCO1.[F:17][C:18]([F:31])([F:30])[C:19]1[CH:24]=[CH:23][C:22](/[CH:25]=[CH:26]/[C:27](O)=[O:28])=[CH:21][CH:20]=1. (3) The reactants are: ClC(Cl)(Cl)C(=N)O[CH:5]([C:7]1[CH:8]=[C:9]([C:24]([F:27])([F:26])[F:25])[CH:10]=[C:11]2[C:15]=1[N:14]([CH2:16][O:17][CH2:18][CH2:19][Si:20]([CH3:23])([CH3:22])[CH3:21])[CH:13]=[CH:12]2)[CH3:6].[OH:31][CH2:32][C:33]1([C:46]2[CH:51]=[CH:50][CH:49]=[CH:48][CH:47]=2)[CH2:38][CH2:37][N:36]([C:39]([O:41][C:42]([CH3:45])([CH3:44])[CH3:43])=[O:40])[CH2:35][CH2:34]1.C1CCCCC1. Given the product [C:46]1([C:33]2([CH2:32][O:31][CH:5]([C:7]3[CH:8]=[C:9]([C:24]([F:26])([F:27])[F:25])[CH:10]=[C:11]4[C:15]=3[N:14]([CH2:16][O:17][CH2:18][CH2:19][Si:20]([CH3:21])([CH3:22])[CH3:23])[CH:13]=[CH:12]4)[CH3:6])[CH2:38][CH2:37][N:36]([C:39]([O:41][C:42]([CH3:44])([CH3:45])[CH3:43])=[O:40])[CH2:35][CH2:34]2)[CH:47]=[CH:48][CH:49]=[CH:50][CH:51]=1, predict the reactants needed to synthesize it. (4) Given the product [C:22]([O:24][C:6]([C:7]1[CH:12]=[CH:11][C:10]([CH:13]([CH3:14])[CH2:34][OH:35])=[C:9]([N+:15]([O-:17])=[O:16])[CH:8]=1)=[O:18])([CH3:25])([CH3:23])[CH3:21], predict the reactants needed to synthesize it. The reactants are: C(O[C:6](=[O:18])[C:7]1[CH:12]=[CH:11][C:10]([CH2:13][CH3:14])=[C:9]([N+:15]([O-:17])=[O:16])[CH:8]=1)(C)(C)C.C=O.[CH3:21][C:22]([CH3:25])([O-:24])[CH3:23].[K+].CCCCCC.C[CH2:34][O:35]C(C)=O. (5) Given the product [CH2:2]([O:3][CH2:4][CH:5]([CH2:7][OH:8])[OH:6])[CH2:9][CH2:25][CH2:24][CH2:23][CH2:22][CH2:21][CH2:20][CH2:19][CH2:18][CH2:17][CH2:16][CH2:15][CH2:14][CH2:13][CH3:12], predict the reactants needed to synthesize it. The reactants are: C[C:2]1([CH3:9])[O:6][C@H:5]([CH2:7][OH:8])[CH2:4][O:3]1.[OH-].[K+].[CH2:12](Br)[CH2:13][CH2:14][CH2:15][CH2:16][CH2:17][CH2:18][CH2:19][CH2:20][CH2:21][CH2:22][CH2:23][CH2:24][CH2:25]CC.O. (6) Given the product [F:1][C:2]1[CH:3]=[C:4]([CH:31]=[CH:32][CH:33]=1)[CH2:5][O:6][C:7]1[CH:30]=[CH:29][C:10]([NH:11][C:12]2[C:21]3[C:16](=[CH:17][CH:18]=[C:19]([C:22]4[O:26][C:25]([CH2:27][NH:40][CH2:39][CH2:38][S:35]([CH3:34])(=[O:37])=[O:36])=[CH:24][CH:23]=4)[CH:20]=3)[N:15]=[CH:14][N:13]=2)=[CH:9][CH:8]=1, predict the reactants needed to synthesize it. The reactants are: [F:1][C:2]1[CH:3]=[C:4]([CH:31]=[CH:32][CH:33]=1)[CH2:5][O:6][C:7]1[CH:30]=[CH:29][C:10]([NH:11][C:12]2[C:21]3[C:16](=[CH:17][CH:18]=[C:19]([C:22]4[O:26][C:25]([CH:27]=O)=[CH:24][CH:23]=4)[CH:20]=3)[N:15]=[CH:14][N:13]=2)=[CH:9][CH:8]=1.[CH3:34][S:35]([CH2:38][CH2:39][NH2:40])(=[O:37])=[O:36].